Dataset: Full USPTO retrosynthesis dataset with 1.9M reactions from patents (1976-2016). Task: Predict the reactants needed to synthesize the given product. Given the product [CH2:1]([O:8][C:9]1[CH:10]=[CH:11][C:12]([C:13]([NH:25][NH:24][C:26]([O:28][C:29]([CH3:32])([CH3:31])[CH3:30])=[O:27])=[O:15])=[CH:16][CH:17]=1)[CH2:2][CH2:3][CH2:4][CH2:5][CH2:6][CH3:7], predict the reactants needed to synthesize it. The reactants are: [CH2:1]([O:8][C:9]1[CH:17]=[CH:16][C:12]([C:13]([OH:15])=O)=[CH:11][CH:10]=1)[CH2:2][CH2:3][CH2:4][CH2:5][CH2:6][CH3:7].C(Cl)(=O)C(Cl)=O.[NH:24]([C:26]([O:28][C:29]([CH3:32])([CH3:31])[CH3:30])=[O:27])[NH2:25].CCN(C(C)C)C(C)C.Cl.